Dataset: Reaction yield outcomes from USPTO patents with 853,638 reactions. Task: Predict the reaction yield, written as a fraction of the theoretical maximum amount of product (1.0 means a 100% yield; for example, 0.34 means a 34% yield). (1) The reactants are [C:1]1([CH:7]2[C:11]3([CH2:16][CH2:15][CH2:14][CH2:13][CH2:12]3)[O:10][C:9](=[O:17])[NH:8]2)[CH:6]=[CH:5][CH:4]=[CH:3][CH:2]=1.I[C:19]1[CH:37]=[CH:36][C:22]([C:23]([NH:25][C:26]2[CH:27]=[CH:28][CH:29]=[C:30]3[C:35]=2[N:34]=[CH:33][CH:32]=[CH:31]3)=[O:24])=[CH:21][CH:20]=1.C(=O)([O-])[O-].[K+].[K+].CO. The catalyst is CN(C=O)C.C(Cl)Cl.[Cu]I. The product is [O:17]=[C:9]1[N:8]([C:19]2[CH:37]=[CH:36][C:22]([C:23]([NH:25][C:26]3[CH:27]=[CH:28][CH:29]=[C:30]4[C:35]=3[N:34]=[CH:33][CH:32]=[CH:31]4)=[O:24])=[CH:21][CH:20]=2)[CH:7]([C:1]2[CH:2]=[CH:3][CH:4]=[CH:5][CH:6]=2)[C:11]2([CH2:16][CH2:15][CH2:14][CH2:13][CH2:12]2)[O:10]1. The yield is 0.110. (2) The reactants are [C:1](O[K])(C)(C)C.P(=O)(OC=[N+]=[N-])OC.[CH3:15][N:16]1[CH2:20][CH2:19][CH2:18][C@H:17]1[C:21]1[CH:22]=[C:23]([CH:27]=O)[CH:24]=[N:25][CH:26]=1. The catalyst is C1COCC1. The product is [C:27]([C:23]1[CH:24]=[N:25][CH:26]=[C:21]([CH:17]2[CH2:18][CH2:19][CH2:20][N:16]2[CH3:15])[CH:22]=1)#[CH:1]. The yield is 0.510. (3) The reactants are C([Li])(CC)C.[F:6][C:7]1[CH:12]=[CH:11][N:10]=[C:9]2[N:13]([Si:16]([CH:23]([CH3:25])[CH3:24])([CH:20]([CH3:22])[CH3:21])[CH:17]([CH3:19])[CH3:18])[CH:14]=[CH:15][C:8]=12.CC1(C)[C@@]23C4(ON4S(=O)(=[O:34])C2)C[C@@H]1CC3.[Cl-].[NH4+]. The catalyst is C1COCC1.O.C(#N)C. The product is [F:6][C:7]1[C:12]([OH:34])=[CH:11][N:10]=[C:9]2[N:13]([Si:16]([CH:20]([CH3:22])[CH3:21])([CH:23]([CH3:25])[CH3:24])[CH:17]([CH3:18])[CH3:19])[CH:14]=[CH:15][C:8]=12. The yield is 0.490. (4) The reactants are [OH:1][NH:2][C:3]([C:5]1[CH:27]=[N:26][C:8]2[O:9][CH2:10][CH2:11][N:12]([S:13]([C:16]3[CH:21]=[CH:20][C:19]([C:22]([F:25])([F:24])[F:23])=[CH:18][CH:17]=3)(=[O:15])=[O:14])[C:7]=2[CH:6]=1)=[NH:4].C(O)(=O)C.[CH3:32][C:33]([CH3:35])=O. No catalyst specified. The product is [CH3:32][C:33]1([CH3:35])[O:1][NH:2][C:3]([C:5]2[CH:27]=[N:26][C:8]3[O:9][CH2:10][CH2:11][N:12]([S:13]([C:16]4[CH:21]=[CH:20][C:19]([C:22]([F:24])([F:25])[F:23])=[CH:18][CH:17]=4)(=[O:15])=[O:14])[C:7]=3[CH:6]=2)=[N:4]1. The yield is 0.447.